Dataset: Reaction yield outcomes from USPTO patents with 853,638 reactions. Task: Predict the reaction yield, written as a fraction of the theoretical maximum amount of product (1.0 means a 100% yield; for example, 0.34 means a 34% yield). (1) The reactants are C[O:2][C:3]([C:5]1[S:6][C:7]([C:22]2[CH:27]=[CH:26][CH:25]=[CH:24][CH:23]=2)=[CH:8][C:9]=1[N:10]([CH:19]([CH3:21])[CH3:20])[C:11]([CH:13]1[CH2:17][CH:16]=[C:15]([CH3:18])[CH2:14]1)=[O:12])=[O:4].O[Li].O. No catalyst specified. The product is [CH:19]([N:10]([C:11]([CH:13]1[CH2:17][CH:16]=[C:15]([CH3:18])[CH2:14]1)=[O:12])[C:9]1[CH:8]=[C:7]([C:22]2[CH:27]=[CH:26][CH:25]=[CH:24][CH:23]=2)[S:6][C:5]=1[C:3]([OH:4])=[O:2])([CH3:21])[CH3:20]. The yield is 0.625. (2) The reactants are [CH3:1][O:2][C:3]1[C:12]2[C:11](=[O:13])[O:10][C:9](=[O:14])[NH:8][C:7]=2[CH:6]=[CH:5][CH:4]=1.[Br:15]N1C(=O)CCC1=O. The catalyst is C(Cl)Cl.CN(C=O)C.O. The product is [Br:15][C:4]1[CH:5]=[CH:6][C:7]2[NH:8][C:9](=[O:14])[O:10][C:11](=[O:13])[C:12]=2[C:3]=1[O:2][CH3:1]. The yield is 0.430.